This data is from Forward reaction prediction with 1.9M reactions from USPTO patents (1976-2016). The task is: Predict the product of the given reaction. (1) Given the reactants F[C:2]1[CH:7]=[CH:6][CH:5]=[CH:4][C:3]=1[N+:8]([O-:10])=[O:9].[NH2:11][C:12]1[CH:19]=[C:18]([CH3:20])[CH:17]=[CH:16][C:13]=1[C:14]#[N:15].O.[OH-].[Li+], predict the reaction product. The product is: [CH3:20][C:18]1[CH:17]=[CH:16][C:13]([C:14]#[N:15])=[C:12]([NH:11][C:2]2[CH:7]=[CH:6][CH:5]=[CH:4][C:3]=2[N+:8]([O-:10])=[O:9])[CH:19]=1. (2) Given the reactants [C@H:1]12[CH2:6][C@H:5]1[CH2:4][NH:3][C@@H:2]2[CH2:7][NH:8][C:9]([C:11]1[N:18]2[C:14]([S:15][CH:16]=[CH:17]2)=[N:13][C:12]=1[CH3:19])=[O:10].[NH2:20][C:21]1[S:22][C:23]([C:29]2[CH:30]=[C:31]([CH3:35])[CH:32]=[CH:33][CH:34]=2)=[C:24]([C:26](O)=[O:27])[N:25]=1, predict the reaction product. The product is: [NH2:20][C:21]1[S:22][C:23]([C:29]2[CH:30]=[C:31]([CH3:35])[CH:32]=[CH:33][CH:34]=2)=[C:24]([C:26]([N:3]2[CH2:4][C@H:5]3[C@H:1]([CH2:6]3)[C@H:2]2[CH2:7][NH:8][C:9]([C:11]2[N:18]3[C:14]([S:15][CH:16]=[CH:17]3)=[N:13][C:12]=2[CH3:19])=[O:10])=[O:27])[N:25]=1. (3) The product is: [N:32]1([C:18]2[C:17]([C:16]#[C:15][CH2:14][CH2:13][CH2:12][N:3]3[C:4](=[O:11])[C:5]4[C:10](=[CH:9][CH:8]=[CH:7][CH:6]=4)[C:2]3=[O:1])=[CH:22][N:21]=[C:20]([NH:23][C:24]3[CH:31]=[CH:30][C:27]([C:28]#[N:29])=[CH:26][CH:25]=3)[N:19]=2)[CH2:33][CH2:34][CH2:35]1. Given the reactants [O:1]=[C:2]1[C:10]2[C:5](=[CH:6][CH:7]=[CH:8][CH:9]=2)[C:4](=[O:11])[N:3]1[CH2:12][CH2:13][CH2:14][C:15]#[C:16][C:17]1[C:18]([NH:32][CH2:33][CH2:34][CH2:35]O)=[N:19][C:20]([NH:23][C:24]2[CH:31]=[CH:30][C:27]([C:28]#[N:29])=[CH:26][CH:25]=2)=[N:21][CH:22]=1.O.C(OCC)(=O)C, predict the reaction product. (4) Given the reactants [Cl:1][C:2]1[CH:10]=[C:6]([C:7]([OH:9])=O)[C:5]([OH:11])=[CH:4][CH:3]=1.[CH3:12][C:13]([C:16]1[CH:22]=[CH:21][C:20]([C:23]([CH3:26])([CH3:25])[CH3:24])=[CH:19][C:17]=1[NH2:18])([CH3:15])[CH3:14], predict the reaction product. The product is: [CH3:15][C:13]([C:16]1[CH:22]=[CH:21][C:20]([C:23]([CH3:26])([CH3:25])[CH3:24])=[CH:19][C:17]=1[NH:18][C:7](=[O:9])[C:6]1[CH:10]=[C:2]([Cl:1])[CH:3]=[CH:4][C:5]=1[OH:11])([CH3:12])[CH3:14]. (5) Given the reactants CNC1C=CC(C#CCCCO)=CC=1.[Si:15]([O:22][C@H:23]([C:45]1[CH:54]=[CH:53][C:52]([OH:55])=[C:51]2[C:46]=1[CH:47]=[CH:48][C:49](=[O:56])[NH:50]2)[CH2:24][N:25]([CH3:44])[CH2:26][CH2:27][CH2:28][C:29]#[C:30][C:31]1[CH:36]=[CH:35][C:34]([NH:37]C(=O)C(F)(F)F)=[CH:33][CH:32]=1)([C:18]([CH3:21])([CH3:20])[CH3:19])([CH3:17])[CH3:16], predict the reaction product. The product is: [NH2:37][C:34]1[CH:35]=[CH:36][C:31]([C:30]#[C:29][CH2:28][CH2:27][CH2:26][N:25]([CH3:44])[CH2:24][C@@H:23]([C:45]2[CH:54]=[CH:53][C:52]([OH:55])=[C:51]3[C:46]=2[CH:47]=[CH:48][C:49](=[O:56])[NH:50]3)[O:22][Si:15]([C:18]([CH3:21])([CH3:20])[CH3:19])([CH3:16])[CH3:17])=[CH:32][CH:33]=1. (6) Given the reactants [CH2:1]([O:8][C:9]1[C:13]([CH2:14][C:15]([OH:17])=[O:16])=[CH:12][N:11]([CH:18]2[CH2:23][CH2:22][CH2:21][CH2:20][CH2:19]2)[N:10]=1)[C:2]1[CH:7]=[CH:6][CH:5]=[CH:4][CH:3]=1.Cl.[CH3:25]O, predict the reaction product. The product is: [CH2:1]([O:8][C:9]1[C:13]([CH2:14][C:15]([O:17][CH3:25])=[O:16])=[CH:12][N:11]([CH:18]2[CH2:23][CH2:22][CH2:21][CH2:20][CH2:19]2)[N:10]=1)[C:2]1[CH:3]=[CH:4][CH:5]=[CH:6][CH:7]=1. (7) Given the reactants [O-][N+:2]1[C:11]2[CH:10]=[CH:9][CH:8]=[CH:7][C:6]=2[C:5]2[N:12]([CH2:15][CH2:16][O:17][CH2:18][CH2:19][CH2:20][CH2:21][C:22]([N:24]([CH3:31])[C:25]3[CH:30]=[CH:29][CH:28]=[CH:27][CH:26]=3)=[O:23])[CH:13]=[N:14][C:4]=2[CH:3]=1.ClC(Cl)(Cl)C([N:36]=C=O)=O, predict the reaction product. The product is: [NH2:36][C:3]1[C:4]2[N:14]=[CH:13][N:12]([CH2:15][CH2:16][O:17][CH2:18][CH2:19][CH2:20][CH2:21][C:22]([N:24]([CH3:31])[C:25]3[CH:30]=[CH:29][CH:28]=[CH:27][CH:26]=3)=[O:23])[C:5]=2[C:6]2[CH:7]=[CH:8][CH:9]=[CH:10][C:11]=2[N:2]=1. (8) Given the reactants Cl.[CH2:2]([O:9][C:10](=[O:17])[NH:11][C@@H:12]1[CH2:16][CH2:15][NH:14][CH2:13]1)[C:3]1[CH:8]=[CH:7][CH:6]=[CH:5][CH:4]=1.C(=O)([O-])O.[Na+], predict the reaction product. The product is: [CH2:2]([O:9][C:10](=[O:17])[NH:11][C@@H:12]1[CH2:16][CH2:15][NH:14][CH2:13]1)[C:3]1[CH:8]=[CH:7][CH:6]=[CH:5][CH:4]=1. (9) Given the reactants [F:1][C:2]([F:25])([F:24])[C:3]1[CH:4]=[C:5]([S:9]([N:12]2[CH2:17][CH2:16][CH2:15][CH2:14][CH:13]2[CH2:18][C:19]([O:21]CC)=[O:20])(=[O:11])=[O:10])[CH:6]=[CH:7][CH:8]=1.[OH-].[Na+], predict the reaction product. The product is: [F:25][C:2]([F:1])([F:24])[C:3]1[CH:4]=[C:5]([S:9]([N:12]2[CH2:17][CH2:16][CH2:15][CH2:14][CH:13]2[CH2:18][C:19]([OH:21])=[O:20])(=[O:11])=[O:10])[CH:6]=[CH:7][CH:8]=1.